From a dataset of Retrosynthesis with 50K atom-mapped reactions and 10 reaction types from USPTO. Predict the reactants needed to synthesize the given product. (1) Given the product CCCCCCCCCCCCN(C)CCOc1ccccc1C(=O)C(F)(F)F, predict the reactants needed to synthesize it. The reactants are: CCCCCCCCCCCCN(C)CCO.O=C(c1ccccc1O)C(F)(F)F. (2) Given the product CC(C)C(=O)Nc1cccc(C2CCN(CCCc3c(-c4ccc(I)cc4)[nH]c4ccc(OC(F)(F)F)cc34)CC2)c1, predict the reactants needed to synthesize it. The reactants are: CC(C)C(=O)Nc1cccc(C2CCN(CCCCC(=O)c3ccc(I)cc3)CC2)c1.NNc1ccc(OC(F)(F)F)cc1. (3) The reactants are: COc1cc(B2OC(C)(C)C(C)(C)O2)ccc1O.O=C1NC(=O)c2c1c(I)cc1[nH]c3ccc(O)cc3c21. Given the product COc1cc(-c2cc3[nH]c4ccc(O)cc4c3c3c2C(=O)NC3=O)ccc1O, predict the reactants needed to synthesize it.